Dataset: Reaction yield outcomes from USPTO patents with 853,638 reactions. Task: Predict the reaction yield, written as a fraction of the theoretical maximum amount of product (1.0 means a 100% yield; for example, 0.34 means a 34% yield). (1) The reactants are O[Li].O.C[O:5][C:6](=[O:26])[CH2:7][CH2:8][C:9]1[C:10](=[O:25])[N:11]([CH2:14][C:15]2[CH:20]=[CH:19][C:18]([O:21][CH3:22])=[CH:17][C:16]=2[O:23][CH3:24])[CH2:12][CH:13]=1.Cl. The catalyst is C1COCC1. The product is [CH3:24][O:23][C:16]1[CH:17]=[C:18]([O:21][CH3:22])[CH:19]=[CH:20][C:15]=1[CH2:14][N:11]1[CH2:12][CH:13]=[C:9]([CH2:8][CH2:7][C:6]([OH:26])=[O:5])[C:10]1=[O:25]. The yield is 0.800. (2) The reactants are F[P-](F)(F)(F)(F)F.CN(C(=[N+](C)C)ON1C2=NC=CC=C2N=N1)C.C(N(C(C)C)CC)(C)C.[F:34][C:35]([F:41])([F:40])[CH2:36][C:37](O)=[O:38].[NH:42]1[CH2:47][CH2:46][CH2:45][C@@H:44]([NH:48][C:49]2[CH:54]=[CH:53][N:52]=[C:51]([C:55]3[N:59]4[CH:60]=[C:61]([C:64]#[N:65])[CH:62]=[CH:63][C:58]4=[N:57][CH:56]=3)[N:50]=2)[CH2:43]1. The catalyst is CN(C=O)C. The product is [F:34][C:35]([F:41])([F:40])[CH2:36][C:37]([N:42]1[CH2:47][CH2:46][CH2:45][C@@H:44]([NH:48][C:49]2[CH:54]=[CH:53][N:52]=[C:51]([C:55]3[N:59]4[CH:60]=[C:61]([C:64]#[N:65])[CH:62]=[CH:63][C:58]4=[N:57][CH:56]=3)[N:50]=2)[CH2:43]1)=[O:38]. The yield is 0.600. (3) The reactants are [Cl:1][C:2]1[N:10](CC=C)[C:9]2[C:8](=[O:14])[N:7]([CH3:15])[C:6](=[O:16])[NH:5][C:4]=2[N:3]=1.C(=O)([O-])[O-].[Na+].[Na+].[CH2:23](I)[CH3:24].N1CCOCC1. The catalyst is CN(C=O)C.CCOC(C)=O.C1C=CC([P]([Pd]([P](C2C=CC=CC=2)(C2C=CC=CC=2)C2C=CC=CC=2)([P](C2C=CC=CC=2)(C2C=CC=CC=2)C2C=CC=CC=2)[P](C2C=CC=CC=2)(C2C=CC=CC=2)C2C=CC=CC=2)(C2C=CC=CC=2)C2C=CC=CC=2)=CC=1. The product is [Cl:1][C:2]1[NH:10][C:9]2[C:8](=[O:14])[N:7]([CH3:15])[C:6](=[O:16])[N:5]([CH2:23][CH3:24])[C:4]=2[N:3]=1. The yield is 0.700. (4) The reactants are [CH3:1][C:2]1([CH3:10])[O:7][C:6](=[O:8])[CH2:5][C:4](=[O:9])[O:3]1.[F:11][C:12]1[CH:17]=[C:16]([F:18])[C:15]([F:19])=[CH:14][C:13]=1[CH2:20][C:21](O)=[O:22].Cl.CN(C)CCCN=C=NCC. The catalyst is ClCCl.CN(C)C1C=CN=CC=1. The product is [CH3:1][C:2]1([CH3:10])[O:7][C:6](=[O:8])[CH:5]([C:21](=[O:22])[CH2:20][C:13]2[CH:14]=[C:15]([F:19])[C:16]([F:18])=[CH:17][C:12]=2[F:11])[C:4](=[O:9])[O:3]1. The yield is 0.960. (5) The reactants are [CH:1]1([CH2:4][O:5][NH:6][C:7]([C:9]2[C:22]([NH:23][C:24]3[CH:29]=[CH:28][C:27]([Br:30])=[CH:26][C:25]=3[Cl:31])=[C:21]([F:32])[C:12]3[N:13]=[CH:14][N:15]([CH2:16][CH2:17][CH2:18][CH2:19]Cl)[C:11]=3[CH:10]=2)=[O:8])[CH2:3][CH2:2]1.[I-].[Na+].[CH3:35][N:36]1[CH2:41][CH2:40][NH:39][CH2:38][CH2:37]1. The catalyst is C(OCC)(=O)C. The product is [CH:1]1([CH2:4][O:5][NH:6][C:7]([C:9]2[C:22]([NH:23][C:24]3[CH:29]=[CH:28][C:27]([Br:30])=[CH:26][C:25]=3[Cl:31])=[C:21]([F:32])[C:12]3[N:13]=[CH:14][N:15]([CH2:16][CH2:17][CH2:18][CH2:19][N:39]4[CH2:40][CH2:41][N:36]([CH3:35])[CH2:37][CH2:38]4)[C:11]=3[CH:10]=2)=[O:8])[CH2:2][CH2:3]1. The yield is 0.720. (6) The reactants are C(OC(=O)[N:7]=[C:8]1[N:12]([CH2:13][C:14]2[CH:19]=[CH:18][CH:17]=[C:16]([Br:20])[CH:15]=2)[C:11]2[CH:21]=[CH:22][CH:23]=[CH:24][C:10]=2[N:9]1[CH2:25][CH2:26][CH2:27][O:28][C:29]1[CH:34]=[CH:33][CH:32]=[C:31]([C:35]([NH:37][S:38]([CH3:41])(=[O:40])=[O:39])=[O:36])[CH:30]=1)(C)(C)C.Cl. The product is [Br:20][C:16]1[CH:15]=[C:14]([CH:19]=[CH:18][CH:17]=1)[CH2:13][N:12]1[C:11]2[CH:21]=[CH:22][CH:23]=[CH:24][C:10]=2[N:9]([CH2:25][CH2:26][CH2:27][O:28][C:29]2[CH:30]=[C:31]([CH:32]=[CH:33][CH:34]=2)[C:35]([NH:37][S:38]([CH3:41])(=[O:40])=[O:39])=[O:36])[C:8]1=[NH:7]. The yield is 0.350. The catalyst is CO.